Predict the product of the given reaction. From a dataset of Forward reaction prediction with 1.9M reactions from USPTO patents (1976-2016). Given the reactants [CH2:1]([O:8][C:9]1[CH:10]=[C:11]([CH:28]=[C:29]([O:31][CH2:32][C:33]2[CH:38]=[CH:37][CH:36]=[CH:35][CH:34]=2)[CH:30]=1)[C:12]1[O:13][C:14]2[C:19]([C:20](=[O:22])[CH:21]=1)=[CH:18][CH:17]=[C:16]([O:23][CH2:24][CH:25]1[O:27][CH2:26]1)[CH:15]=2)[C:2]1[CH:7]=[CH:6][CH:5]=[CH:4][CH:3]=1.[C:39]([NH2:43])([CH3:42])([CH3:41])[CH3:40], predict the reaction product. The product is: [C:39]([NH:43][CH2:26][CH:25]([OH:27])[CH2:24][O:23][C:16]1[CH:15]=[C:14]2[C:19]([C:20](=[O:22])[CH:21]=[C:12]([C:11]3[CH:28]=[C:29]([O:31][CH2:32][C:33]4[CH:34]=[CH:35][CH:36]=[CH:37][CH:38]=4)[CH:30]=[C:9]([O:8][CH2:1][C:2]4[CH:7]=[CH:6][CH:5]=[CH:4][CH:3]=4)[CH:10]=3)[O:13]2)=[CH:18][CH:17]=1)([CH3:42])([CH3:41])[CH3:40].